Dataset: Reaction yield outcomes from USPTO patents with 853,638 reactions. Task: Predict the reaction yield, written as a fraction of the theoretical maximum amount of product (1.0 means a 100% yield; for example, 0.34 means a 34% yield). (1) No catalyst specified. The yield is 0.650. The reactants are [Cl:1][C:2]1[CH:7]=[CH:6][CH:5]=[CH:4][C:3]=1[S:8]([C@H:11]1[CH2:15][NH:14][C@H:13]([C:16]([NH:18][C:19]2([C:22]#[N:23])[CH2:21][CH2:20]2)=[O:17])[CH2:12]1)(=[O:10])=[O:9].[Na+].[O:25]1[CH2:30][CH2:29][N:28]([C:31]2([C:34]([O-])=[O:35])[CH2:33][CH2:32]2)[CH2:27][CH2:26]1. The product is [Cl:1][C:2]1[CH:7]=[CH:6][CH:5]=[CH:4][C:3]=1[S:8]([C@H:11]1[CH2:15][N:14]([C:34]([C:31]2([N:28]3[CH2:29][CH2:30][O:25][CH2:26][CH2:27]3)[CH2:33][CH2:32]2)=[O:35])[C@H:13]([C:16]([NH:18][C:19]2([C:22]#[N:23])[CH2:21][CH2:20]2)=[O:17])[CH2:12]1)(=[O:10])=[O:9]. (2) The reactants are [CH3:1][C:2]1[O:6][N:5]=[C:4]([C:7]2[CH:12]=[CH:11][CH:10]=[CH:9][CH:8]=2)[C:3]=1[CH2:13][O:14][C:15]1[CH:23]=[CH:22][C:18]([C:19]([OH:21])=[O:20])=[CH:17][N:16]=1.[CH3:24][CH:25](O)[CH3:26]. The catalyst is CN(C)C1C=CN=CC=1.ClCCl. The product is [CH:25]([O:20][C:19](=[O:21])[C:18]1[CH:22]=[CH:23][C:15]([O:14][CH2:13][C:3]2[C:4]([C:7]3[CH:8]=[CH:9][CH:10]=[CH:11][CH:12]=3)=[N:5][O:6][C:2]=2[CH3:1])=[N:16][CH:17]=1)([CH3:26])[CH3:24]. The yield is 0.770. (3) The reactants are F[C:2]1[CH:7]=[C:6]([O:8][CH2:9][C:10]2[CH:15]=[CH:14][C:13]([O:16][CH3:17])=[CH:12][CH:11]=2)[CH:5]=[CH:4][C:3]=1[N+:18]([O-:20])=[O:19].Cl.[NH2:22][C@@H:23]1[CH2:28][CH2:27][C@H:26]([C:29]([NH:31][CH:32]([CH3:34])[CH3:33])=[O:30])[CH2:25][CH2:24]1.CCN(C(C)C)C(C)C. The catalyst is C(#N)C. The product is [CH:32]([NH:31][C:29]([C@H:26]1[CH2:25][CH2:24][C@@H:23]([NH:22][C:2]2[CH:7]=[C:6]([O:8][CH2:9][C:10]3[CH:15]=[CH:14][C:13]([O:16][CH3:17])=[CH:12][CH:11]=3)[CH:5]=[CH:4][C:3]=2[N+:18]([O-:20])=[O:19])[CH2:28][CH2:27]1)=[O:30])([CH3:34])[CH3:33]. The yield is 0.590. (4) The reactants are [NH:1]1[CH2:11][CH2:10][CH2:9][CH:3]([C:4]([O:6][CH2:7][CH3:8])=[O:5])[CH2:2]1.[F:12][C:13]1[CH:21]=[CH:20][C:16]([C:17](Cl)=[O:18])=[CH:15][CH:14]=1.C(N(CC)CC)C. The catalyst is C(Cl)Cl. The product is [CH2:7]([O:6][C:4]([CH:3]1[CH2:9][CH2:10][CH2:11][N:1]([C:17](=[O:18])[C:16]2[CH:20]=[CH:21][C:13]([F:12])=[CH:14][CH:15]=2)[CH2:2]1)=[O:5])[CH3:8]. The yield is 0.980.